Dataset: Forward reaction prediction with 1.9M reactions from USPTO patents (1976-2016). Task: Predict the product of the given reaction. (1) Given the reactants C(O[C:6]([N:8]1[CH2:12][CH2:11][CH:10]([CH2:13][OH:14])[CH2:9]1)=O)(C)(C)C.Cl.[Br:16][C:17]1[CH:18]=[CH:19][C:20]2[O:29][C:28]3[C:27](=[O:30])[NH:26][C:25](C4CCCN4)=[N:24][C:23]=3[C:21]=2[CH:22]=1.C(N(CC)CC)C, predict the reaction product. The product is: [Br:16][C:17]1[CH:18]=[CH:19][C:20]2[O:29][C:28]3[C:27](=[O:30])[NH:26][C:25]([CH2:6][N:8]4[CH2:12][CH2:11][CH:10]([CH2:13][OH:14])[CH2:9]4)=[N:24][C:23]=3[C:21]=2[CH:22]=1. (2) Given the reactants [F:1][C:2]1[CH:7]=[CH:6][C:5]([C@H:8]([NH:10][C@H:11]2[CH2:15][CH2:14][C@@H:13]([C:16]3[CH:21]=[CH:20][C:19]([CH2:22][C:23]([OH:25])=O)=[CH:18][CH:17]=3)[CH2:12]2)[CH3:9])=[CH:4][C:3]=1[O:26][CH3:27].[OH:28][CH2:29][CH2:30][NH:31][CH2:32][CH2:33][NH2:34], predict the reaction product. The product is: [F:1][C:2]1[CH:7]=[CH:6][C:5]([C@H:8]([NH:10][C@H:11]2[CH2:15][CH2:14][C@@H:13]([C:16]3[CH:17]=[CH:18][C:19]([CH2:22][C:23]([NH:34][CH2:33][CH2:32][NH:31][CH2:30][CH2:29][OH:28])=[O:25])=[CH:20][CH:21]=3)[CH2:12]2)[CH3:9])=[CH:4][C:3]=1[O:26][CH3:27]. (3) Given the reactants CC(O[Na])=O.[Cl:6][C:7]1[N:12]=[C:11]([Cl:13])[C:10]([CH2:14][CH2:15][CH3:16])=[C:9]([CH3:17])[N:8]=1, predict the reaction product. The product is: [Cl:6][C:7]1[N:12]=[CH:11][C:10]([CH2:14][CH2:15][CH3:16])=[C:9]([CH3:17])[N:8]=1.[Cl:13][C:11]1[C:10]([CH2:14][CH2:15][CH3:16])=[C:9]([CH3:17])[N:8]=[CH:7][N:12]=1.[CH3:17][C:9]1[N:8]=[CH:7][N:12]=[CH:11][C:10]=1[CH2:14][CH2:15][CH3:16]. (4) Given the reactants [OH:1][C:2]([CH3:36])([CH3:35])[CH2:3][C@@:4]1([C:29]2[CH:34]=[CH:33][CH:32]=[CH:31][CH:30]=2)[O:9][C:8](=[O:10])[N:7]([C@H:11]([C:14]2[CH:19]=[CH:18][C:17](B3OC(C)(C)C(C)(C)O3)=[CH:16][CH:15]=2)[CH2:12]C)[CH2:6][CH2:5]1.Br[C:38]1[CH:43]=[C:42]([CH3:44])[N:41]([CH3:45])[C:40](=[O:46])[CH:39]=1, predict the reaction product. The product is: [CH3:45][N:41]1[C:42]([CH3:44])=[CH:43][C:38]([C:17]2[CH:16]=[CH:15][C:14]([C@@H:11]([N:7]3[CH2:6][CH2:5][C@:4]([CH2:3][C:2]([OH:1])([CH3:35])[CH3:36])([C:29]4[CH:34]=[CH:33][CH:32]=[CH:31][CH:30]=4)[O:9][C:8]3=[O:10])[CH3:12])=[CH:19][CH:18]=2)=[CH:39][C:40]1=[O:46]. (5) Given the reactants [OH:1][C:2]1[CH:11]=[CH:10][C:9]([N+:12]([O-:14])=[O:13])=[CH:8][C:3]=1[C:4]([O:6][CH3:7])=[O:5].[C:15]1(P(C2C=CC=CC=2)C2C=CC=CC=2)C=CC=C[CH:16]=1.CCO.C(OC(N=NC(OC(C)C)=O)=O)(C)C, predict the reaction product. The product is: [CH2:15]([O:1][C:2]1[CH:11]=[CH:10][C:9]([N+:12]([O-:14])=[O:13])=[CH:8][C:3]=1[C:4]([O:6][CH3:7])=[O:5])[CH3:16]. (6) Given the reactants C[Al](C)C.[CH2:5]([CH2:7][NH2:8])[OH:6].C([O:11][C:12]([C:14]1[N:15]=[N:16][C:17]([O:20][CH2:21][C:22]2[C:23]([C:28]3[CH:33]=[CH:32][CH:31]=[C:30]([F:34])[CH:29]=3)=[N:24][O:25][C:26]=2[CH3:27])=[CH:18][CH:19]=1)=O)C.C(C(C(C([O-])=O)O)O)([O-])=O.[K+].[Na+], predict the reaction product. The product is: [OH:6][CH2:5][CH2:7][NH:8][C:12]([C:14]1[N:15]=[N:16][C:17]([O:20][CH2:21][C:22]2[C:23]([C:28]3[CH:33]=[CH:32][CH:31]=[C:30]([F:34])[CH:29]=3)=[N:24][O:25][C:26]=2[CH3:27])=[CH:18][CH:19]=1)=[O:11]. (7) The product is: [Cl:1][C:2]1[C:3]([CH3:10])=[C:4]([CH3:9])[C:5]2[N:6]([CH:11]=[CH:12][N:8]=2)[N:7]=1. Given the reactants [Cl:1][C:2]1[N:7]=[N:6][C:5]([NH2:8])=[C:4]([CH3:9])[C:3]=1[CH3:10].[CH2:11](OC(OCC)CBr)[CH3:12].Br, predict the reaction product. (8) Given the reactants [OH-].[K+].[CH3:3][O:4][C:5]1[CH:13]=[CH:12][CH:11]=[C:10]2[C:6]=1[C:7]([NH2:14])=[N:8][NH:9]2.Cl[CH2:16][C:17]1[CH:18]=[C:19]([CH:22]=[CH:23][CH:24]=1)[C:20]#[N:21].O, predict the reaction product. The product is: [NH2:14][C:7]1[C:6]2[C:10](=[CH:11][CH:12]=[CH:13][C:5]=2[O:4][CH3:3])[N:9]([CH2:16][C:17]2[CH:18]=[C:19]([CH:22]=[CH:23][CH:24]=2)[C:20]#[N:21])[N:8]=1. (9) Given the reactants C(=N[NH:15][C:16]1[CH:25]=[CH:24][CH:23]=[C:22]2[C:17]=1[CH:18]=[CH:19][N:20]=[CH:21]2)(C1C=CC=CC=1)C1C=CC=CC=1.[C:26]([C:29]1[CH:34]=[CH:33][CH:32]=[CH:31][CH:30]=1)(=O)[CH3:27].CC1C=CC(S(O)(=O)=O)=CC=1, predict the reaction product. The product is: [C:29]1([C:26]2[NH:15][C:16]3=[C:17]4[C:22](=[CH:23][CH:24]=[C:25]3[CH:27]=2)[CH:21]=[N:20][CH:19]=[CH:18]4)[CH:34]=[CH:33][CH:32]=[CH:31][CH:30]=1.